Dataset: Reaction yield outcomes from USPTO patents with 853,638 reactions. Task: Predict the reaction yield, written as a fraction of the theoretical maximum amount of product (1.0 means a 100% yield; for example, 0.34 means a 34% yield). (1) The reactants are [C:1]([N:4]1[CH2:9][CH2:8][N:7]([C:10]2[CH:19]=[CH:18][C:13]([C:14]([O:16]C)=O)=[CH:12][CH:11]=2)[CH2:6][CH2:5]1)(=[O:3])[CH3:2].[NH2:20][C:21]1[N:25](C(OC(C)(C)C)=O)[N:24]=[C:23]([CH2:33][CH2:34][C:35]2[CH:40]=[C:39]([O:41][CH3:42])[CH:38]=[C:37]([O:43][CH3:44])[CH:36]=2)[CH:22]=1.C[Si]([N-][Si](C)(C)C)(C)C.[Na+]. The catalyst is C1COCC1. The product is [C:1]([N:4]1[CH2:5][CH2:6][N:7]([C:10]2[CH:11]=[CH:12][C:13]([C:14]([NH:20][C:21]3[CH:22]=[C:23]([CH2:33][CH2:34][C:35]4[CH:40]=[C:39]([O:41][CH3:42])[CH:38]=[C:37]([O:43][CH3:44])[CH:36]=4)[NH:24][N:25]=3)=[O:16])=[CH:18][CH:19]=2)[CH2:8][CH2:9]1)(=[O:3])[CH3:2]. The yield is 0.0100. (2) The reactants are [Cl:1][C:2]1[CH:16]=[CH:15][C:5]([C:6]([CH3:14])([CH3:13])[C@@H:7]([C:10]([OH:12])=O)[NH:8][CH3:9])=[CH:4][CH:3]=1.Cl.[CH3:18]/[C:19](=[CH:25]\[C@@H:26]([N:30]([CH3:39])[C:31](=[O:38])[C@H:32]([C:34]([CH3:37])([CH3:36])[CH3:35])[NH2:33])[CH:27]([CH3:29])[CH3:28])/[C:20]([O:22][CH2:23][CH3:24])=[O:21].F[P-](F)(F)(F)(F)F.N1(O[P+](N2CCCC2)(N2CCCC2)N2CCCC2)C2C=CC=CC=2N=N1.C(N(C(C)C)CC)(C)C. The catalyst is C(Cl)Cl. The product is [Cl:1][C:2]1[CH:3]=[CH:4][C:5]([C:6]([CH3:14])([CH3:13])[C@@H:7]([C:10]([NH:33][C@H:32]([C:31]([N:30]([C@@H:26]([CH:27]([CH3:28])[CH3:29])/[CH:25]=[C:19](\[CH3:18])/[C:20]([O:22][CH2:23][CH3:24])=[O:21])[CH3:39])=[O:38])[C:34]([CH3:36])([CH3:37])[CH3:35])=[O:12])[NH:8][CH3:9])=[CH:15][CH:16]=1. The yield is 0.390. (3) The product is [Cl:1][C:2]1[CH:3]=[C:4]([C:9]2[CH:10]=[C:11]([C:12]([F:15])([F:14])[F:13])[N:20]3[N:21]=[CH:22][C:23]([C:24]4[CH:29]=[CH:28][CH:27]=[CH:26][N:25]=4)=[C:19]3[N:18]=2)[CH:5]=[CH:6][C:7]=1[Cl:8]. No catalyst specified. The yield is 0.550. The reactants are [Cl:1][C:2]1[CH:3]=[C:4]([C:9](=O)[CH2:10][C:11](=O)[C:12]([F:15])([F:14])[F:13])[CH:5]=[CH:6][C:7]=1[Cl:8].[NH2:18][C:19]1[C:23]([C:24]2[CH:29]=[CH:28][CH:27]=[CH:26][N:25]=2)=[CH:22][NH:21][N:20]=1. (4) The reactants are [C:1](N1C=CN=C1)(N1C=CN=C1)=[O:2].[OH:13][C@@H:14]1[CH2:18][CH2:17][O:16][CH2:15]1.C(N(CC)CC)C.[F:26][C:27]1[CH:47]=[C:46]([S:48]([CH3:51])(=[O:50])=[O:49])[CH:45]=[CH:44][C:28]=1[O:29][C:30]1[C:35]([CH3:36])=[C:34]([O:37][CH:38]2[CH2:43][CH2:42][NH:41][CH2:40][CH2:39]2)[N:33]=[CH:32][N:31]=1. The catalyst is C1COCC1. The product is [O:16]1[CH2:17][CH2:18][C@@H:14]([O:13][C:1]([N:41]2[CH2:42][CH2:43][CH:38]([O:37][C:34]3[C:35]([CH3:36])=[C:30]([O:29][C:28]4[CH:44]=[CH:45][C:46]([S:48]([CH3:51])(=[O:49])=[O:50])=[CH:47][C:27]=4[F:26])[N:31]=[CH:32][N:33]=3)[CH2:39][CH2:40]2)=[O:2])[CH2:15]1. The yield is 0.420. (5) The catalyst is O1CCOCC1.O.O.C1C=CC([P]([Pd]([P](C2C=CC=CC=2)(C2C=CC=CC=2)C2C=CC=CC=2)([P](C2C=CC=CC=2)(C2C=CC=CC=2)C2C=CC=CC=2)[P](C2C=CC=CC=2)(C2C=CC=CC=2)C2C=CC=CC=2)(C2C=CC=CC=2)C2C=CC=CC=2)=CC=1. The reactants are B([C:4]1[CH:12]=[CH:11][C:7]([C:8]([OH:10])=[O:9])=[CH:6][CH:5]=1)(O)O.[O-]P([O-])([O-])=O.[K+].[K+].[K+].Cl[C:22]1[CH:23]=[CH:24][C:25]2[N:26]([CH:28]=[CH:29][N:30]=2)[N:27]=1. The product is [N:30]1[CH:29]=[CH:28][N:26]2[C:25]=1[CH:24]=[CH:23][C:22]([C:4]1[CH:12]=[CH:11][C:7]([C:8]([OH:10])=[O:9])=[CH:6][CH:5]=1)=[N:27]2. The yield is 0.570. (6) The reactants are O[CH2:2][C:3]1[CH:12]=[N:11][C:10]2[N:9]3[CH2:13][CH2:14][CH2:15][C@H:8]3[C:7](=[O:16])[NH:6][C:5]=2[CH:4]=1.[F:17][C:18]1[CH:19]=[C:20]([CH:23]=[CH:24][C:25]=1[N:26]1[CH2:31][CH2:30][NH:29][CH2:28][CH2:27]1)[C:21]#[N:22].[I-].C(C[P+](C)(C)C)#N.C(N(CC)C(C)C)(C)C. The catalyst is C(#N)CC.CS(C)=O. The product is [F:17][C:18]1[CH:19]=[C:20]([CH:23]=[CH:24][C:25]=1[N:26]1[CH2:31][CH2:30][N:29]([CH2:2][C:3]2[CH:12]=[N:11][C:10]3[N:9]4[CH2:13][CH2:14][CH2:15][C@H:8]4[C:7](=[O:16])[NH:6][C:5]=3[CH:4]=2)[CH2:28][CH2:27]1)[C:21]#[N:22]. The yield is 0.216. (7) The reactants are [C:1]([O:9][CH:10]([O:14][C:15]([NH:17][CH2:18][C:19]1([CH2:25][C:26]([OH:28])=[O:27])[CH2:24][CH2:23][CH2:22][CH2:21][CH2:20]1)=[O:16])[CH:11]([CH3:13])[CH3:12])(=[O:8])[C:2]1[CH:7]=[CH:6][CH:5]=[CH:4][CH:3]=1.[CH:29]1C=CC=CC=1.C[Si](C=[N+]=[N-])(C)C. The catalyst is CO. The product is [C:1]([O:9][CH:10]([O:14][C:15]([NH:17][CH2:18][C:19]1([CH2:25][C:26]([O:28][CH3:29])=[O:27])[CH2:24][CH2:23][CH2:22][CH2:21][CH2:20]1)=[O:16])[CH:11]([CH3:12])[CH3:13])(=[O:8])[C:2]1[CH:3]=[CH:4][CH:5]=[CH:6][CH:7]=1. The yield is 0.640. (8) The reactants are [CH2:1]([CH:4]1[CH2:8][NH:7][C:6](=[O:9])[CH2:5]1)[CH2:2][CH3:3].[H-].[Na+].[Br:12][C:13]1[C:14]([CH2:31]Cl)=[C:15]2[N:21]=[CH:20][N:19]([CH2:22][C:23]3[CH:28]=[CH:27][C:26]([O:29][CH3:30])=[CH:25][CH:24]=3)[C:16]2=[N:17][CH:18]=1. The catalyst is CN(C=O)C.[Br-].C([N+](CCCC)(CCCC)CCCC)CCC. The product is [Br:12][C:13]1[C:14]([CH2:31][N:7]2[CH2:8][CH:4]([CH2:1][CH2:2][CH3:3])[CH2:5][C:6]2=[O:9])=[C:15]2[N:21]=[CH:20][N:19]([CH2:22][C:23]3[CH:28]=[CH:27][C:26]([O:29][CH3:30])=[CH:25][CH:24]=3)[C:16]2=[N:17][CH:18]=1. The yield is 0.650. (9) The reactants are [C:1]([C:3]1[CH:4]=[C:5]2[C:10](=[CH:11][CH:12]=1)[NH:9][CH2:8][CH:7]([NH:13][S:14]([C:17]1[CH:22]=[CH:21][CH:20]=[CH:19][CH:18]=1)(=[O:16])=[O:15])[CH2:6]2)#[N:2].[H-].[Na+].C[Si](C)(C)CCO[CH2:30][Cl:31]. The catalyst is CN(C=O)C. The product is [Cl:31][C:30]1[CH:11]=[C:12]([N:9]2[C:10]3[C:5](=[CH:4][C:3]([C:1]#[N:2])=[CH:12][CH:11]=3)[CH2:6][CH:7]([NH:13][S:14]([C:17]3[CH:22]=[CH:21][CH:20]=[CH:19][CH:18]=3)(=[O:16])=[O:15])[CH2:8]2)[CH:3]=[CH:4][CH:5]=1. The yield is 0.700.